From a dataset of Full USPTO retrosynthesis dataset with 1.9M reactions from patents (1976-2016). Predict the reactants needed to synthesize the given product. (1) Given the product [Br:8][C:20]1[CH:21]=[N:22][N:23]([CH3:24])[C:19]=1[C:11]1[CH:12]=[C:13]([C:15]([O:17][CH3:18])=[O:16])[S:14][C:10]=1[CH3:9], predict the reactants needed to synthesize it. The reactants are: C1C(=O)N([Br:8])C(=O)C1.[CH3:9][C:10]1[S:14][C:13]([C:15]([O:17][CH3:18])=[O:16])=[CH:12][C:11]=1[C:19]1[N:23]([CH3:24])[N:22]=[CH:21][CH:20]=1. (2) Given the product [Br:1][C:2]1[CH:3]=[CH:4][C:5]([CH2:8][CH:9]([CH2:13][NH:14][C:15]([O:17][C:18]([CH3:21])([CH3:20])[CH3:19])=[O:16])[C:10]([O:12][CH2:34][C:31]2[CH:32]=[CH:33][CH:28]=[CH:29][CH:30]=2)=[O:11])=[CH:6][CH:7]=1, predict the reactants needed to synthesize it. The reactants are: [Br:1][C:2]1[CH:7]=[CH:6][C:5]([CH2:8][CH:9]([CH2:13][NH:14][C:15]([O:17][C:18]([CH3:21])([CH3:20])[CH3:19])=[O:16])[C:10]([OH:12])=[O:11])=[CH:4][CH:3]=1.C([O-])([O-])=O.[K+].[K+].[CH:28]1[CH:33]=[CH:32][C:31]([CH2:34]Br)=[CH:30][CH:29]=1. (3) The reactants are: [NH2:1][CH2:2][CH2:3][C:4]1[N:5]([CH:27]([C:34]2[CH:39]=[CH:38][CH:37]=[CH:36][CH:35]=2)[C:28]2[CH:33]=[CH:32][CH:31]=[CH:30][CH:29]=2)[C:6]2[C:11]([C:12]=1[CH2:13][CH2:14][O:15][C:16]1[CH:25]=[CH:24][C:19]([C:20]([O:22]C)=[O:21])=[CH:18][CH:17]=1)=[CH:10][C:9]([Cl:26])=[CH:8][CH:7]=2.[CH:40]1[C:49]2[C:44](=[CH:45][CH:46]=[CH:47][CH:48]=2)[CH:43]=[CH:42][C:41]=1[S:50](Cl)(=[O:52])=[O:51]. Given the product [CH:27]([N:5]1[C:6]2[C:11](=[CH:10][C:9]([Cl:26])=[CH:8][CH:7]=2)[C:12]([CH2:13][CH2:14][O:15][C:16]2[CH:17]=[CH:18][C:19]([C:20]([OH:22])=[O:21])=[CH:24][CH:25]=2)=[C:4]1[CH2:3][CH2:2][NH:1][S:50]([C:41]1[CH:42]=[CH:43][C:44]2[C:49](=[CH:48][CH:47]=[CH:46][CH:45]=2)[CH:40]=1)(=[O:52])=[O:51])([C:28]1[CH:33]=[CH:32][CH:31]=[CH:30][CH:29]=1)[C:34]1[CH:35]=[CH:36][CH:37]=[CH:38][CH:39]=1, predict the reactants needed to synthesize it. (4) Given the product [Cl:1][C:2]1[N:3]=[CH:4][N:5]([C:12]2[C:17]([F:18])=[CH:16][CH:15]=[CH:14][C:13]=2[F:19])[C:6]=1[CH2:7][OH:8], predict the reactants needed to synthesize it. The reactants are: [Cl:1][C:2]1[N:3]=[CH:4][N:5]([C:12]2[C:17]([F:18])=[CH:16][CH:15]=[CH:14][C:13]=2[F:19])[C:6]=1[C:7](OCC)=[O:8].[H-].[Al+3].[Li+].[H-].[H-].[H-].O.[OH-].[Na+].